From a dataset of Catalyst prediction with 721,799 reactions and 888 catalyst types from USPTO. Predict which catalyst facilitates the given reaction. (1) Reactant: [C:1]([C:3]1[CH:8]=[CH:7][C:6]([NH:9][C:10]2[N:18]=[C:17]3[C:13]([N:14]=[CH:15][N:16]3[CH3:19])=[C:12]([O:20][C:21]3[C:26]([CH3:27])=[CH:25][C:24]([C:28]4[CH:33]=[CH:32][C:31]([C:34](O)=[O:35])=[CH:30][CH:29]=4)=[CH:23][C:22]=3[CH3:37])[N:11]=2)=[CH:5][CH:4]=1)#[N:2].C1C=[N:42]C2N(O)N=NC=2C=1.CCN=C=NCCCN(C)C.[Cl-].[NH4+]. Product: [C:1]([C:3]1[CH:8]=[CH:7][C:6]([NH:9][C:10]2[N:18]=[C:17]3[C:13]([N:14]=[CH:15][N:16]3[CH3:19])=[C:12]([O:20][C:21]3[C:26]([CH3:27])=[CH:25][C:24]([C:28]4[CH:29]=[CH:30][C:31]([C:34]([NH2:42])=[O:35])=[CH:32][CH:33]=4)=[CH:23][C:22]=3[CH3:37])[N:11]=2)=[CH:5][CH:4]=1)#[N:2]. The catalyst class is: 6. (2) Reactant: [Br:1][C:2]1[CH:7]=[CH:6][N:5]2[N:8]=[CH:9][C:10]([CH:11]=O)=[C:4]2[CH:3]=1.Cl.[NH2:14][OH:15]. Product: [Br:1][C:2]1[CH:7]=[CH:6][N:5]2[N:8]=[CH:9][C:10](/[CH:11]=[N:14]/[OH:15])=[C:4]2[CH:3]=1. The catalyst class is: 88. (3) Reactant: [NH2:1][C@H]1CC[C@H](CNC2C([N+]([O-])=O)=CN=C(NCC3C=CC=CC=3OC(F)(F)F)N=2)CC1.Br[CH:33]([CH2:41][CH2:42]Br)[C:34]([O:36][C:37]([CH3:40])([CH3:39])[CH3:38])=[O:35].CCN(C(C)C)C(C)C. Product: [C:37]([O:36][C:34]([CH:33]1[CH2:41][CH2:42][NH:1]1)=[O:35])([CH3:40])([CH3:39])[CH3:38]. The catalyst class is: 31. (4) Reactant: [F:1][C:2]1[CH:3]=[C:4]2[C:9](=[CH:10][C:11]=1[CH:12]([CH2:15][OH:16])[CH2:13][OH:14])[O:8][CH2:7][CH:6]([CH2:17][CH2:18][CH2:19][CH2:20][CH3:21])[CH2:5]2.[F:22][C:23]1[CH:24]=[C:25]2[C:30](=[C:31]([F:33])[CH:32]=1)[O:29][CH2:28][C:27]([CH:34]=O)=[CH:26]2.O.C1(C)C=CC(S(O)(=O)=O)=CC=1. Product: [F:22][C:23]1[CH:24]=[C:25]2[C:30](=[C:31]([F:33])[CH:32]=1)[O:29][CH2:28][C:27]([CH:34]1[O:16][CH2:15][CH:12]([C:11]3[CH:10]=[C:9]4[C:4]([CH2:5][CH:6]([CH2:17][CH2:18][CH2:19][CH2:20][CH3:21])[CH2:7][O:8]4)=[CH:3][C:2]=3[F:1])[CH2:13][O:14]1)=[CH:26]2. The catalyst class is: 4. (5) Reactant: N1(CCS(N2CCC(C3[C:25]4[C:20](=[C:21]([C:31](N)=[O:32])[CH:22]=[C:23](C5C=CSC=5)[CH:24]=4)NC=3)CC2)(=O)=O)CCCC1.Br[C:35]1[CH:36]=[C:37]2[C:41](=[C:42]([C:44]([NH2:46])=[O:45])[CH:43]=1)[NH:40][CH:39]=[C:38]2[CH:47]1[CH2:52][CH2:51][N:50]([S:53]([CH2:56][CH2:57][CH2:58][NH:59][CH:60]2[CH2:64][CH2:63][CH2:62][CH2:61]2)(=[O:55])=[O:54])[CH2:49][CH2:48]1.OCC1C=C(B(O)O)C=CC=1.C(=O)([O-])[O-].[Cs+].[Cs+]. The catalyst class is: 73. Product: [CH:60]1([NH:59][CH2:58][CH2:57][CH2:56][S:53]([N:50]2[CH2:49][CH2:48][CH:47]([C:38]3[C:37]4[C:41](=[C:42]([C:44]([NH2:46])=[O:45])[CH:43]=[C:35]([C:25]5[CH:24]=[CH:23][CH:22]=[C:21]([CH2:31][OH:32])[CH:20]=5)[CH:36]=4)[NH:40][CH:39]=3)[CH2:52][CH2:51]2)(=[O:54])=[O:55])[CH2:64][CH2:63][CH2:62][CH2:61]1.